Predict the product of the given reaction. From a dataset of Forward reaction prediction with 1.9M reactions from USPTO patents (1976-2016). (1) Given the reactants Cl[C:2]1[C:7]([Cl:8])=[N:6][CH:5]=[CH:4][N:3]=1.C(C1CCN(N)C1)([O:11][C:12]([CH3:15])([CH3:14])[CH3:13])=O.C[N:23]([CH:25]=[O:26])[CH3:24], predict the reaction product. The product is: [C:12]([O:11][C:25](=[O:26])[NH:23][CH:24]1[CH2:7][CH2:2][N:3]([C:2]2[C:7]([Cl:8])=[N:6][CH:5]=[CH:4][N:3]=2)[CH2:4]1)([CH3:15])([CH3:14])[CH3:13]. (2) Given the reactants [CH3:1][C:2]1[NH:3][C:4]2[C:9]([C:10]=1[CH3:11])=[CH:8][C:7]([C:12]([OH:14])=[O:13])=[CH:6][CH:5]=2.Br[CH2:16][C:17]1[CH:22]=[CH:21][C:20]([C:23]2([C:26]([O:28][CH3:29])=[O:27])[CH2:25][CH2:24]2)=[CH:19][CH:18]=1.[H-].[Na+].Cl, predict the reaction product. The product is: [CH3:29][O:28][C:26]([C:23]1([C:20]2[CH:19]=[CH:18][C:17]([CH2:16][N:3]3[C:4]4[C:9](=[CH:8][C:7]([C:12]([OH:14])=[O:13])=[CH:6][CH:5]=4)[C:10]([CH3:11])=[C:2]3[CH3:1])=[CH:22][CH:21]=2)[CH2:25][CH2:24]1)=[O:27]. (3) Given the reactants O[CH:2]([C:10]1[CH:11]=[C:12]([CH:17]=[CH:18][CH:19]=1)[C:13]([NH:15][CH3:16])=[O:14])[C:3]1[CH:8]=[CH:7][C:6]([F:9])=[CH:5][CH:4]=1.[H][H], predict the reaction product. The product is: [F:9][C:6]1[CH:5]=[CH:4][C:3]([CH2:2][C:10]2[CH:11]=[C:12]([CH:17]=[CH:18][CH:19]=2)[C:13]([NH:15][CH3:16])=[O:14])=[CH:8][CH:7]=1. (4) Given the reactants [N:1](CCOCCOCC(=O)CCC(O)=O)=[N+:2]=[N-:3].C(Cl)CCl.[CH3:22][CH2:23][C@@:24]1([OH:47])[C:29](=[O:30])[O:28][CH2:27][C:26]2[C:31]([N:33]3[C:45](=[CH:46][C:25]1=2)[C:44]1[N:43]=[C:42]2[C:37]([CH:38]=[CH:39][CH:40]=[CH:41]2)=[CH:36][C:35]=1[CH2:34]3)=[O:32], predict the reaction product. The product is: [CH3:22][CH2:23][C@@:24]1([OH:47])[C:29](=[O:30])[O:28][CH2:27][C:26]2[C:31]([N:33]3[C:45](=[CH:46][C:25]1=2)[C:44]1[N:43]=[C:42]2[C:37]([CH:38]=[CH:39][CH:40]=[CH:41]2)=[CH:36][C:35]=1[CH2:34]3)=[O:32].[N-:1]=[N+:2]=[N-:3]. (5) Given the reactants [N:1]1[C:2](=[O:10])[CH:3]=[C:4]2[C:9]=1[CH:8]=[CH:7][CH:6]=[CH:5]2.[OH:11][C:12]1[CH:19]=[C:18]([OH:20])[CH:17]=[CH:16][C:13]=1[CH:14]=O, predict the reaction product. The product is: [OH:11][C:12]1[CH:19]=[C:18]([OH:20])[CH:17]=[CH:16][C:13]=1[CH:14]=[C:3]1[C:4]2[C:9](=[CH:8][CH:7]=[CH:6][CH:5]=2)[NH:1][C:2]1=[O:10]. (6) The product is: [CH3:32][O:31][C:6]1[CH:7]=[C:8]2[C:13](=[CH:14][C:5]=1[O:4][CH2:3][CH2:2][NH:39][CH2:40][CH2:41][OH:42])[N:12]=[CH:11][CH:10]=[C:9]2[O:15][C:16]1[C:17]([C:24]2[CH:29]=[CH:28][C:27]([CH3:30])=[CH:26][N:25]=2)=[N:18][C:19]([CH3:23])=[C:20]([CH3:22])[CH:21]=1. Given the reactants Cl[CH2:2][CH2:3][O:4][C:5]1[CH:14]=[C:13]2[C:8]([C:9]([O:15][C:16]3[C:17]([C:24]4[CH:29]=[CH:28][C:27]([CH3:30])=[CH:26][N:25]=4)=[N:18][C:19]([CH3:23])=[C:20]([CH3:22])[CH:21]=3)=[CH:10][CH:11]=[N:12]2)=[CH:7][C:6]=1[O:31][CH3:32].C(=O)([O-])[O-].[K+].[K+].[NH2:39][CH2:40][CH2:41][OH:42], predict the reaction product. (7) Given the reactants FC(F)(F)C(O)=O.[NH2:8][C:9](=[O:49])[CH2:10][C:11]1[C:12]([CH2:17][CH2:18][C:19]2[C:24]([C:25]([F:28])([F:27])[F:26])=[CH:23][N:22]=[C:21]([NH:29][C:30]3[CH:35]=[CH:34][C:33]([CH:36]4[CH2:41][CH2:40][N:39](C(OC(C)(C)C)=O)[CH2:38][CH2:37]4)=[CH:32][CH:31]=3)[N:20]=2)=[N:13][CH:14]=[CH:15][CH:16]=1, predict the reaction product. The product is: [NH:39]1[CH2:40][CH2:41][CH:36]([C:33]2[CH:34]=[CH:35][C:30]([NH:29][C:21]3[N:20]=[C:19]([CH2:18][CH2:17][C:12]4[C:11]([CH2:10][C:9]([NH2:8])=[O:49])=[CH:16][CH:15]=[CH:14][N:13]=4)[C:24]([C:25]([F:28])([F:26])[F:27])=[CH:23][N:22]=3)=[CH:31][CH:32]=2)[CH2:37][CH2:38]1. (8) Given the reactants C(NC1N=C2C(N=C(OC)N2CCCC2CCOC2)=C(N)N=1)CCC.FC(F)(F)C(O)=O.[CH3:33][C@@H:34]([O:38][C:39]1[NH:40][C:41]([NH2:50])=[C:42]2[C:46]([N:47]=1)=[N:45][C:44]([O:48][CH3:49])=[N:43]2)[CH2:35][CH2:36][CH3:37].Br[CH2:52][CH2:53][CH2:54][CH2:55][CH:56]1[CH2:61][CH2:60][O:59][CH2:58][CH2:57]1, predict the reaction product. The product is: [CH3:33][C@@H:34]([O:38][C:39]1[N:47]=[C:46]2[C:42]([N:43]=[C:44]([O:48][CH3:49])[N:45]2[CH2:52][CH2:53][CH2:54][CH2:55][CH:56]2[CH2:61][CH2:60][O:59][CH2:58][CH2:57]2)=[C:41]([NH2:50])[N:40]=1)[CH2:35][CH2:36][CH3:37]. (9) Given the reactants [CH2:1]([O:8][C:9]([N:11]1[CH2:15][CH2:14][CH2:13][CH:12]1[C:16]([OH:18])=O)=[O:10])[C:2]1[CH:7]=[CH:6][CH:5]=[CH:4][CH:3]=1.O=S(Cl)Cl.[NH3:23], predict the reaction product. The product is: [CH2:1]([O:8][C:9]([N:11]1[CH2:15][CH2:14][CH2:13][CH:12]1[C:16](=[O:18])[NH2:23])=[O:10])[C:2]1[CH:7]=[CH:6][CH:5]=[CH:4][CH:3]=1.